From a dataset of Forward reaction prediction with 1.9M reactions from USPTO patents (1976-2016). Predict the product of the given reaction. (1) The product is: [O:8]1[CH2:17][CH2:16][NH:1][C:2]2[CH:7]=[CH:6][CH:5]=[CH:4][C:3]1=2. Given the reactants [NH2:1][C:2]1[CH:7]=[CH:6][CH:5]=[CH:4][C:3]=1[OH:8].C(=O)([O-])[O-].[K+].[K+].Br[CH2:16][CH2:17]Br, predict the reaction product. (2) Given the reactants [N:1]1([CH2:6][CH2:7][CH2:8][NH2:9])[CH:5]=[CH:4][N:3]=[CH:2]1.[CH:10](=[O:17])C1C=CC=CC=1.[CH2:18]([N+]#[C-])[C:19]1[CH:24]=[CH:23][CH:22]=[CH:21][CH:20]=1.[O:27]([C:29]#[N:30])[K], predict the reaction product. The product is: [N:1]1([CH2:6][CH2:7][CH2:8][N:9]2[CH:18]([C:19]3[CH:20]=[CH:21][CH:22]=[CH:23][CH:24]=3)[C:29](=[O:27])[NH:30][C:10]2=[O:17])[CH:5]=[CH:4][N:3]=[CH:2]1. (3) Given the reactants [Br:1][C:2]1[CH:7]=[CH:6][CH:5]=[C:4]([N+:8]([O-:10])=[O:9])[C:3]=1F.CN.CO.C[CH2:17][N:18](C(C)C)C(C)C, predict the reaction product. The product is: [Br:1][C:2]1[CH:7]=[CH:6][CH:5]=[C:4]([N+:8]([O-:10])=[O:9])[C:3]=1[CH2:17][NH2:18]. (4) Given the reactants [Cl:1][C:2]1[CH:7]=[C:6]([C:8]2[N:12]=[C:11]([C:13]3[N:14]=[C:15]4[C:20]([Cl:21])=[CH:19][C:18]([C:22]([F:25])([F:24])[F:23])=[CH:17][N:16]4[CH:26]=3)[O:10][N:9]=2)[C:5]([Cl:27])=[CH:4][C:3]=1[O:28][CH2:29][CH:30]([OH:33])[CH2:31][OH:32].N1C=CN=C1.[CH3:39][C:40]([Si:43](Cl)([CH3:45])[CH3:44])([CH3:42])[CH3:41], predict the reaction product. The product is: [Si:43]([O:32][CH2:31][CH:30]([OH:33])[CH2:29][O:28][C:3]1[CH:4]=[C:5]([Cl:27])[C:6]([C:8]2[N:12]=[C:11]([C:13]3[N:14]=[C:15]4[C:20]([Cl:21])=[CH:19][C:18]([C:22]([F:23])([F:24])[F:25])=[CH:17][N:16]4[CH:26]=3)[O:10][N:9]=2)=[CH:7][C:2]=1[Cl:1])([C:40]([CH3:42])([CH3:41])[CH3:39])([CH3:45])[CH3:44].